Dataset: Forward reaction prediction with 1.9M reactions from USPTO patents (1976-2016). Task: Predict the product of the given reaction. (1) Given the reactants [OH:1][CH2:2][C:3]([NH:24][C:25](=[O:27])[CH3:26])([CH2:22][OH:23])[CH2:4][C:5]1[C:13]2[C:8](=[CH:9][C:10]([CH2:14][CH2:15][CH2:16][CH2:17][CH2:18][CH2:19][CH2:20][CH3:21])=[CH:11][CH:12]=2)[CH2:7][CH:6]=1.[Li+].[OH-], predict the reaction product. The product is: [OH:23][CH2:22][C:3]([NH:24][C:25](=[O:27])[CH3:26])([CH2:2][OH:1])[CH2:4][CH:5]1[C:13]2[C:8](=[CH:9][C:10]([CH2:14][CH2:15][CH2:16][CH2:17][CH2:18][CH2:19][CH2:20][CH3:21])=[CH:11][CH:12]=2)[CH2:7][CH2:6]1. (2) The product is: [CH3:1][O:2][C:3]1[C:13]2[C:12]([C:14]3[CH:19]=[CH:18][CH:17]=[C:16]([CH2:20][CH2:21][CH2:22][O:23][CH3:24])[CH:15]=3)=[N:11][CH2:10][C:9](=[O:25])[N:8]([CH3:26])[C:7]=2[CH:6]=[C:5]([O:27][CH3:28])[C:4]=1[C:29]1[CH:30]=[CH:31][CH:32]=[CH:33][CH:34]=1. Given the reactants [CH3:1][O:2][C:3]1[C:13]2[C:12]([C:14]3[CH:19]=[CH:18][CH:17]=[C:16]([C:20]#[C:21][CH2:22][O:23][CH3:24])[CH:15]=3)=[N:11][CH2:10][C:9](=[O:25])[N:8]([CH3:26])[C:7]=2[CH:6]=[C:5]([O:27][CH3:28])[C:4]=1[C:29]1[CH:34]=[CH:33][CH:32]=[CH:31][CH:30]=1, predict the reaction product.